From a dataset of Peptide-MHC class II binding affinity with 134,281 pairs from IEDB. Regression. Given a peptide amino acid sequence and an MHC pseudo amino acid sequence, predict their binding affinity value. This is MHC class II binding data. (1) The peptide sequence is MFNMLSTVLGVSILN. The MHC is DRB1_0405 with pseudo-sequence DRB1_0405. The binding affinity (normalized) is 0.274. (2) The peptide sequence is QDKFLANVSTVLTGK. The MHC is DRB1_0405 with pseudo-sequence DRB1_0405. The binding affinity (normalized) is 0.238. (3) The MHC is HLA-DPA10201-DPB10101 with pseudo-sequence HLA-DPA10201-DPB10101. The peptide sequence is EKKYFAATQFEHLAA. The binding affinity (normalized) is 0.897. (4) The peptide sequence is AYGIPKVPPGPNITA. The MHC is DRB1_0401 with pseudo-sequence DRB1_0401. The binding affinity (normalized) is 0. (5) The peptide sequence is FAALKEEEYR. The MHC is HLA-DQA10501-DQB10201 with pseudo-sequence HLA-DQA10501-DQB10201. The binding affinity (normalized) is 0.221. (6) The peptide sequence is RRVFHGVAKNPVVDG. The MHC is DRB1_0901 with pseudo-sequence DRB1_0901. The binding affinity (normalized) is 0.820. (7) The peptide sequence is EKKYFAATQFEPPAA. The MHC is DRB1_0101 with pseudo-sequence DRB1_0101. The binding affinity (normalized) is 0.375. (8) The binding affinity (normalized) is 0.0631. The peptide sequence is ALTALIRDPPADSTG. The MHC is HLA-DPA10201-DPB11401 with pseudo-sequence HLA-DPA10201-DPB11401.